Dataset: Reaction yield outcomes from USPTO patents with 853,638 reactions. Task: Predict the reaction yield, written as a fraction of the theoretical maximum amount of product (1.0 means a 100% yield; for example, 0.34 means a 34% yield). (1) The reactants are [CH3:1][C:2]1([C:5]#[C:6][C:7]2[CH:13]=[C:12]([N+:14]([O-:16])=[O:15])[CH:11]=[CH:10][C:8]=2[NH2:9])[CH2:4][CH2:3]1.N1C=CC=CC=1.[C:23](Cl)(=[O:27])[CH2:24][CH2:25][CH3:26]. The catalyst is C(Cl)Cl. The product is [CH3:1][C:2]1([C:5]#[C:6][C:7]2[CH:13]=[C:12]([N+:14]([O-:16])=[O:15])[CH:11]=[CH:10][C:8]=2[NH:9][C:23](=[O:27])[CH2:24][CH2:25][CH3:26])[CH2:4][CH2:3]1. The yield is 0.820. (2) The reactants are [CH2:1]([C@H:3]1[C@@H:7]([C:8]2[N:12]3[C:13]4[CH:19]=[CH:18][N:17](S(C5C=CC(C)=CC=5)(=O)=O)[C:14]=4[N:15]=[CH:16][C:11]3=[N:10][N:9]=2)[CH2:6][C:5](=[CH:30][C:31]([O:33][CH2:34][CH3:35])=[O:32])[CH2:4]1)[CH3:2].CCCC[N+](CCCC)(CCCC)CCCC.[F-].CCOC(C)=O. The catalyst is C1COCC1.[Cl-].[Na+].O. The product is [CH2:1]([C@H:3]1[C@@H:7]([C:8]2[N:12]3[C:13]4[CH:19]=[CH:18][NH:17][C:14]=4[N:15]=[CH:16][C:11]3=[N:10][N:9]=2)[CH2:6][C:5](=[CH:30][C:31]([O:33][CH2:34][CH3:35])=[O:32])[CH2:4]1)[CH3:2]. The yield is 1.00. (3) The reactants are [CH:1]1([C:4]2[CH:5]=[C:6]([CH:10]=[CH:11][C:12]=2[F:13])[C:7]([NH2:9])=O)[CH2:3][CH2:2]1.[H-].[Al+3].[Li+].[H-].[H-].[H-].O. The catalyst is C1COCC1. The product is [CH:1]1([C:4]2[CH:5]=[C:6]([CH2:7][NH2:9])[CH:10]=[CH:11][C:12]=2[F:13])[CH2:3][CH2:2]1. The yield is 0.695. (4) The reactants are [F:1][C:2]1[CH:23]=[C:22]([N+:24]([O-:26])=[O:25])[CH:21]=[CH:20][C:3]=1[O:4][C:5]1[CH:10]=[CH:9][N:8]=[C:7]2[CH:11]=[C:12]([C:14]3[CH2:15][CH2:16][NH:17][CH2:18][CH:19]=3)[S:13][C:6]=12.CCN(C(C)C)C(C)C.[C:36](Cl)(=[O:38])[CH3:37]. The catalyst is C(Cl)Cl. The product is [F:1][C:2]1[CH:23]=[C:22]([N+:24]([O-:26])=[O:25])[CH:21]=[CH:20][C:3]=1[O:4][C:5]1[CH:10]=[CH:9][N:8]=[C:7]2[CH:11]=[C:12]([C:14]3[CH2:15][CH2:16][N:17]([C:36](=[O:38])[CH3:37])[CH2:18][CH:19]=3)[S:13][C:6]=12. The yield is 0.800.